Dataset: Forward reaction prediction with 1.9M reactions from USPTO patents (1976-2016). Task: Predict the product of the given reaction. (1) Given the reactants [Br:1][C:2]1[C:3]([OH:10])=[N:4][C:5]([CH3:9])=[C:6](Br)[CH:7]=1.[Li]CCCC.[NH4+].[Cl-], predict the reaction product. The product is: [Br:1][C:2]1[C:3]([OH:10])=[N:4][C:5]([CH3:9])=[CH:6][CH:7]=1. (2) Given the reactants C(=O)([O-])[O-].[Cs+].[Cs+].[CH2:7]([O:14][C:15]([N:17]1[CH:22]([C:23]([OH:25])=[O:24])[CH:21]([C:26]2[CH:31]=[CH:30][C:29]([F:32])=[CH:28][CH:27]=2)[CH2:20][CH:19]([N:33]2[CH2:38][CH2:37][CH:36]([NH:39][C:40]([O:42][C:43]([CH3:46])([CH3:45])[CH3:44])=[O:41])[CH2:35][CH2:34]2)[CH2:18]1)=[O:16])[C:8]1[CH:13]=[CH:12][CH:11]=[CH:10][CH:9]=1.Cl[CH2:48][C:49]([C:51]1[CH:56]=[CH:55][C:54]([NH:57][C:58](=[O:61])[O:59][CH3:60])=[CH:53][CH:52]=1)=[O:50], predict the reaction product. The product is: [C:43]([O:42][C:40]([NH:39][CH:36]1[CH2:37][CH2:38][N:33]([CH:19]2[CH2:20][CH:21]([C:26]3[CH:31]=[CH:30][C:29]([F:32])=[CH:28][CH:27]=3)[CH:22]([C:23]([O:25][CH2:48][C:49]([C:51]3[CH:52]=[CH:53][C:54]([NH:57][C:58]([O:59][CH3:60])=[O:61])=[CH:55][CH:56]=3)=[O:50])=[O:24])[N:17]([C:15]([O:14][CH2:7][C:8]3[CH:13]=[CH:12][CH:11]=[CH:10][CH:9]=3)=[O:16])[CH2:18]2)[CH2:34][CH2:35]1)=[O:41])([CH3:46])([CH3:45])[CH3:44]. (3) Given the reactants Cl[C:2]1[N:7]2[N:8]=[C:9]([CH2:11][CH2:12][CH3:13])[CH:10]=[C:6]2[N:5]=[C:4]([CH3:14])[C:3]=1[CH:15]([CH2:20][CH2:21][CH3:22])[C:16]([O:18][CH3:19])=[O:17].[CH3:23][C:24]1[CH:29]=[CH:28][C:27](B(O)O)=[CH:26][CH:25]=1.C(N(C(C)C)CC)(C)C, predict the reaction product. The product is: [CH3:14][C:4]1[C:3]([CH:15]([CH2:20][CH2:21][CH3:22])[C:16]([O:18][CH3:19])=[O:17])=[C:2]([C:27]2[CH:28]=[CH:29][C:24]([CH3:23])=[CH:25][CH:26]=2)[N:7]2[N:8]=[C:9]([CH2:11][CH2:12][CH3:13])[CH:10]=[C:6]2[N:5]=1. (4) Given the reactants [CH3:1][O:2][C:3]1[CH:19]=[CH:18][C:6]2[CH2:7][CH2:8][C:9]3[CH:10]=[N:11][N:12]([C:14]([NH2:17])([CH3:16])[CH3:15])[C:13]=3[C:5]=2[CH:4]=1.[ClH:20], predict the reaction product. The product is: [ClH:20].[CH3:1][O:2][C:3]1[CH:19]=[CH:18][C:6]2[CH2:7][CH2:8][C:9]3[CH:10]=[N:11][N:12]([C:14]([NH2:17])([CH3:16])[CH3:15])[C:13]=3[C:5]=2[CH:4]=1. (5) Given the reactants [CH2:1]([N:3]1[C:8](=[O:9])[CH:7]=[C:6]([CH:10]=O)[N:5]([CH2:12][CH3:13])[C:4]1=[O:14])[CH3:2].[CH3:15][N:16]([CH3:18])[NH2:17], predict the reaction product. The product is: [CH3:15][N:16]([CH3:18])[N:17]=[CH:10][C:6]1[N:5]([CH2:12][CH3:13])[C:4](=[O:14])[N:3]([CH2:1][CH3:2])[C:8](=[O:9])[CH:7]=1.